Dataset: Reaction yield outcomes from USPTO patents with 853,638 reactions. Task: Predict the reaction yield, written as a fraction of the theoretical maximum amount of product (1.0 means a 100% yield; for example, 0.34 means a 34% yield). (1) The reactants are Cl.[C:2]([C:6]1[S:10][C:9]([CH:11]2[CH2:16][CH:15]([C:17]([O:19][CH3:20])=[O:18])[CH2:14][CH2:13][NH:12]2)=[CH:8][CH:7]=1)([CH3:5])([CH3:4])[CH3:3].CCN(C(C)C)C(C)C.Cl[C:31]([O:33][CH3:34])=[O:32]. The catalyst is C(Cl)Cl. The yield is 0.990. The product is [C:2]([C:6]1[S:10][C:9]([CH:11]2[CH2:16][CH:15]([C:17]([O:19][CH3:20])=[O:18])[CH2:14][CH2:13][N:12]2[C:31]([O:33][CH3:34])=[O:32])=[CH:8][CH:7]=1)([CH3:5])([CH3:3])[CH3:4]. (2) The yield is 0.960. No catalyst specified. The product is [NH2:1][C:2]1[C:7]([NH:29][CH2:22][C:23]2[CH:28]=[CH:27][CH:26]=[CH:25][CH:24]=2)=[N:6][CH:5]=[N:4][C:3]=1[Cl:9]. The reactants are [NH2:1][C:2]1[C:3]([Cl:9])=[N:4][CH:5]=[N:6][C:7]=1Cl.C(O)CCC.C(N(CC)CC)C.[CH2:22]([NH2:29])[C:23]1[CH:28]=[CH:27][CH:26]=[CH:25][CH:24]=1. (3) The product is [CH2:8]([C:10]([C:14]1[CH:19]=[CH:18][C:17]([O:20][S:21]([C:24]([F:27])([F:26])[F:25])(=[O:23])=[O:22])=[C:16]([O:28][CH3:29])[CH:15]=1)([C:32]1[CH:33]=[CH:34][C:35]([OH:36])=[C:30]([CH3:37])[CH:31]=1)[CH2:11][CH3:12])[CH3:9]. The reactants are FC(F)(F)C(O)=O.[CH2:8]([C:10]([C:14]1[CH:19]=[CH:18][C:17]([O:20][S:21]([C:24]([F:27])([F:26])[F:25])(=[O:23])=[O:22])=[C:16]([O:28][CH3:29])[CH:15]=1)(O)[CH2:11][CH3:12])[CH3:9].[C:30]1([CH3:37])[C:35]([OH:36])=[CH:34][CH:33]=[CH:32][CH:31]=1. The yield is 0.950. No catalyst specified. (4) The reactants are [CH3:1][N:2]([C:4]([N:7]([CH3:9])[CH3:8])(Cl)[Cl:5])[CH3:3].[F:10][C:11]([F:21])([F:20])[S:12]([O:15][Si](C)(C)C)(=[O:14])=[O:13].C[Si](C)(C)Cl.FC(F)(F)S(O)(=O)=O. No catalyst specified. The product is [F:10][C:11]([F:21])([F:20])[S:12]([O-:15])(=[O:14])=[O:13].[CH3:1][N:2]([C+:4]([N:7]([CH3:9])[CH3:8])[Cl:5])[CH3:3]. The yield is 0.987. (5) The reactants are C1CO[C:3]2([CH2:20][CH2:19][C@@:18]3([CH3:21])[CH:5]([C@@H:6]([CH2:31][OH:32])[C:7](=[O:30])[C@@H:8]4[C@@H:17]3[CH2:16][CH2:15][C@@:13]3([CH3:14])[C@H:9]4[CH2:10][CH2:11][C@@H:12]3[O:22][Si](C(C)(C)C)(C)C)[C:4]2([CH3:34])[CH3:33])[O:2]1.Cl.C([O-])(O)=O.[Na+]. The catalyst is O1CCOCC1. The product is [CH3:33][C:4]1([CH3:34])[C:3](=[O:2])[CH2:20][CH2:19][C@@:18]2([CH3:21])[CH:5]1[C@@H:6]([CH2:31][OH:32])[C:7](=[O:30])[C@@H:8]1[C@@H:17]2[CH2:16][CH2:15][C@@:13]2([CH3:14])[C@H:9]1[CH2:10][CH2:11][C@@H:12]2[OH:22]. The yield is 0.950. (6) The reactants are [CH3:1][C:2]([O:5][C:6]([C:8]1[CH:13]=[CH:12][C:11]([NH:14][C:15]([C@@H:17]2[CH2:21][C@H:20]([N:22]3[CH2:27][CH2:26][N:25]([S:28]([CH3:31])(=[O:30])=[O:29])[CH2:24][CH2:23]3)[CH2:19][N:18]2C(OCC2C=CC=CC=2)=O)=[O:16])=[CH:10][CH:9]=1)=[O:7])([CH3:4])[CH3:3]. The catalyst is C(O)C.[Pd]. The product is [CH3:31][S:28]([N:25]1[CH2:26][CH2:27][N:22]([C@@H:20]2[CH2:19][NH:18][C@H:17]([C:15]([NH:14][C:11]3[CH:12]=[CH:13][C:8]([C:6]([O:5][C:2]([CH3:1])([CH3:4])[CH3:3])=[O:7])=[CH:9][CH:10]=3)=[O:16])[CH2:21]2)[CH2:23][CH2:24]1)(=[O:30])=[O:29]. The yield is 0.690. (7) The reactants are [OH:1][S:2]([OH:5])(=[O:4])=[O:3].[CH3:6][N:7]([C:10]1[N:15]=[C:14]([NH:16][CH2:17][CH2:18][CH3:19])[N:13]=[C:12]([NH:20][CH2:21][CH2:22][CH3:23])[N:11]=1)[NH:8][CH3:9]. The catalyst is O1CCOCC1. The product is [S:2]([OH:5])([OH:4])(=[O:3])=[O:1].[CH2:17]([NH:16][C:14]1[N:13]=[C:12]([NH:20][CH2:21][CH2:22][CH3:23])[N:11]=[C:10]([N:7]([CH3:6])[NH:8][CH3:9])[N:15]=1)[CH2:18][CH3:19]. The yield is 1.00. (8) The reactants are [F:1][C:2]1[C:7]([F:8])=[CH:6][CH:5]=[CH:4][C:3]=1[C:9]1[N:14]=[CH:13][N:12]=[C:11]([N:15]2[CH2:20][CH2:19][N:18](C(OC(C)(C)C)=O)[CH2:17][CH2:16]2)[CH:10]=1.C(OCC)(=O)C.Cl. The yield is 0.820. The catalyst is C(OCC)(=O)C. The product is [F:1][C:2]1[C:7]([F:8])=[CH:6][CH:5]=[CH:4][C:3]=1[C:9]1[CH:10]=[C:11]([N:15]2[CH2:20][CH2:19][NH:18][CH2:17][CH2:16]2)[N:12]=[CH:13][N:14]=1. (9) The reactants are [CH2:1]([NH:8][C:9]([CH2:20][CH2:21][CH:22]=[CH2:23])([C:15](OCC)=[O:16])[C:10](OCC)=[O:11])[C:2]1[CH:7]=[CH:6][CH:5]=[CH:4][CH:3]=1.[H-].[H-].[H-].[H-].[Li+].[Al+3].S([O-])([O-])(=O)=O.[Na+].[Na+].O. The catalyst is C1COCC1.CCOCC. The product is [CH2:1]([NH:8][C:9]([CH2:20][CH2:21][CH:22]=[CH2:23])([CH2:10][OH:11])[CH2:15][OH:16])[C:2]1[CH:7]=[CH:6][CH:5]=[CH:4][CH:3]=1. The yield is 0.910. (10) The reactants are [N:1]1[N:2]([CH2:6][C:7]2[CH:14]=[CH:13][C:10]([CH:11]=O)=[CH:9][CH:8]=2)[N:3]=[N:4][CH:5]=1.[NH2:15][C:16]1[N:17]=[N:18][C:19]([CH3:22])=[CH:20][CH:21]=1.C([O:25][C:26](=O)[C:27]([OH:40])=[CH:28][C:29]([C:31]1[CH:36]=[CH:35][C:34]([CH:37]([CH3:39])[CH3:38])=[CH:33][CH:32]=1)=[O:30])C. No catalyst specified. The product is [OH:40][C:27]1[C:26](=[O:25])[N:15]([C:16]2[N:17]=[N:18][C:19]([CH3:22])=[CH:20][CH:21]=2)[CH:11]([C:10]2[CH:13]=[CH:14][C:7]([CH2:6][N:2]3[N:3]=[N:4][CH:5]=[N:1]3)=[CH:8][CH:9]=2)[C:28]=1[C:29](=[O:30])[C:31]1[CH:36]=[CH:35][C:34]([CH:37]([CH3:39])[CH3:38])=[CH:33][CH:32]=1. The yield is 0.160.